This data is from Forward reaction prediction with 1.9M reactions from USPTO patents (1976-2016). The task is: Predict the product of the given reaction. (1) Given the reactants [CH3:1][O:2][C:3]([C:5]1[CH:9]=[C:8](Br)[S:7][CH:6]=1)=[O:4].[C:11]1(B(O)O)[CH:16]=[CH:15][CH:14]=[CH:13][CH:12]=1.C(=O)([O-])[O-].[K+].[K+], predict the reaction product. The product is: [CH3:1][O:2][C:3]([C:5]1[CH:9]=[C:8]([C:11]2[CH:16]=[CH:15][CH:14]=[CH:13][CH:12]=2)[S:7][CH:6]=1)=[O:4]. (2) Given the reactants [CH3:1][O:2][C:3](=[O:29])[CH:4]([NH:10][C:11]([C:13]1[C:14](=[O:28])[N:15]([CH2:19][C:20]2[CH:25]=[CH:24][C:23]([F:26])=[C:22]([F:27])[CH:21]=2)[CH:16]=[CH:17][CH:18]=1)=[O:12])[C:5]1[S:6][CH:7]=[CH:8][CH:9]=1.CN(C)C=O.[Br:35]N1C(=O)CCC1=O, predict the reaction product. The product is: [CH3:1][O:2][C:3](=[O:29])[CH:4]([C:5]1[S:6][C:7]([Br:35])=[CH:8][CH:9]=1)[NH:10][C:11]([C:13]1[C:14](=[O:28])[N:15]([CH2:19][C:20]2[CH:25]=[CH:24][C:23]([F:26])=[C:22]([F:27])[CH:21]=2)[CH:16]=[CH:17][CH:18]=1)=[O:12]. (3) Given the reactants [S:1]([N:11]1[CH2:17][CH2:16][C:15]([NH:18][C:19](=[O:25])[O:20][C:21]([CH3:24])([CH3:23])[CH3:22])=[CH:14][C:13]2[CH:26]=[CH:27][CH:28]=[CH:29][C:12]1=2)([C:4]1[CH:10]=[CH:9][C:7]([CH3:8])=[CH:6][CH:5]=1)(=[O:3])=[O:2].[H][H], predict the reaction product. The product is: [S:1]([N:11]1[CH2:17][CH2:16][CH:15]([NH:18][C:19](=[O:25])[O:20][C:21]([CH3:22])([CH3:23])[CH3:24])[CH2:14][C:13]2[CH:26]=[CH:27][CH:28]=[CH:29][C:12]1=2)([C:4]1[CH:5]=[CH:6][C:7]([CH3:8])=[CH:9][CH:10]=1)(=[O:2])=[O:3]. (4) Given the reactants [NH:1]1[C:9]2[C:4](=[CH:5][CH:6]=[CH:7][CH:8]=2)[CH2:3][C@@H:2]1[C:10]([OH:12])=[O:11].[OH-].[K+].Cl[CH2:16][C:17]1[C:22]([CH3:23])=[CH:21][C:20]([CH3:24])=[CH:19][C:18]=1[CH3:25], predict the reaction product. The product is: [CH3:25][C:18]1[CH:19]=[C:20]([CH3:24])[CH:21]=[C:22]([CH3:23])[C:17]=1[CH2:16][N:1]1[C:9]2[C:4](=[CH:5][CH:6]=[CH:7][CH:8]=2)[CH2:3][C@@H:2]1[C:10]([OH:12])=[O:11].